From a dataset of Forward reaction prediction with 1.9M reactions from USPTO patents (1976-2016). Predict the product of the given reaction. Given the reactants [C:1]([C:5]1[CH:10]=[C:9]([N+:11]([O-:13])=[O:12])[CH:8]=[CH:7][C:6]=1[OH:14])([CH3:4])([CH3:3])[CH3:2].O.[I:16]Cl, predict the reaction product. The product is: [C:1]([C:5]1[CH:10]=[C:9]([N+:11]([O-:13])=[O:12])[CH:8]=[C:7]([I:16])[C:6]=1[OH:14])([CH3:4])([CH3:2])[CH3:3].